From a dataset of Reaction yield outcomes from USPTO patents with 853,638 reactions. Predict the reaction yield, written as a fraction of the theoretical maximum amount of product (1.0 means a 100% yield; for example, 0.34 means a 34% yield). (1) The reactants are O.Cl.[CH2:3]=[C:4]1[C:9](=[O:10])[CH:8]2[CH2:11][CH2:12][N:5]1[CH2:6][CH2:7]2.C([O-])([O-])=O.[K+].[K+]. The catalyst is CO.O=[Pt]=O. The product is [CH3:3][CH:4]1[C:9](=[O:10])[CH:8]2[CH2:11][CH2:12][N:5]1[CH2:6][CH2:7]2. The yield is 0.580. (2) The reactants are [F:1][CH:2]([F:39])[C:3]1[N:7]([C:8]2[N:13]=[C:12]([N:14]3[CH2:19][CH2:18][O:17][CH2:16][CH2:15]3)[N:11]=[C:10]([C:20]3[CH2:21][CH2:22][CH2:23][N:24]([C:26]([O:28][C:29]([CH3:32])([CH3:31])[CH3:30])=[O:27])[CH:25]=3)[N:9]=2)[C:6]2[CH:33]=[CH:34][CH:35]=[C:36]([O:37][CH3:38])[C:5]=2[N:4]=1. The catalyst is CO.C1COCC1.[Pd]. The product is [F:39][CH:2]([F:1])[C:3]1[N:7]([C:8]2[N:13]=[C:12]([N:14]3[CH2:19][CH2:18][O:17][CH2:16][CH2:15]3)[N:11]=[C:10]([CH:20]3[CH2:21][CH2:22][CH2:23][N:24]([C:26]([O:28][C:29]([CH3:31])([CH3:32])[CH3:30])=[O:27])[CH2:25]3)[N:9]=2)[C:6]2[CH:33]=[CH:34][CH:35]=[C:36]([O:37][CH3:38])[C:5]=2[N:4]=1. The yield is 0.810. (3) The reactants are [C:1]([O:5][C:6]([N:8]1[CH2:13][CH2:12][CH:11]([S:14]([C:17]2[CH:22]=[CH:21][C:20](Br)=[CH:19][CH:18]=2)(=[O:16])=[O:15])[CH2:10][CH2:9]1)=[O:7])([CH3:4])([CH3:3])[CH3:2].[C:24]([NH2:27])(=[O:26])[CH3:25].CC1(C)C2C(=C(P(C3C=CC=CC=3)C3C=CC=CC=3)C=CC=2)OC2C(P(C3C=CC=CC=3)C3C=CC=CC=3)=CC=CC1=2.C(=O)([O-])[O-].[Cs+].[Cs+]. The catalyst is O1CCOCC1.C1C=CC(/C=C/C(/C=C/C2C=CC=CC=2)=O)=CC=1.C1C=CC(/C=C/C(/C=C/C2C=CC=CC=2)=O)=CC=1.C1C=CC(/C=C/C(/C=C/C2C=CC=CC=2)=O)=CC=1.[Pd].[Pd]. The product is [C:1]([O:5][C:6]([N:8]1[CH2:13][CH2:12][CH:11]([S:14]([C:17]2[CH:22]=[CH:21][C:20]([NH:27][C:24](=[O:26])[CH3:25])=[CH:19][CH:18]=2)(=[O:16])=[O:15])[CH2:10][CH2:9]1)=[O:7])([CH3:4])([CH3:3])[CH3:2]. The yield is 0.820. (4) The reactants are [CH3:1][Li].[CH2:3]([N:10]1[CH2:15][CH2:14][C:13](=[O:16])[CH2:12][CH2:11]1)[C:4]1[CH:9]=[CH:8][CH:7]=[CH:6][CH:5]=1.O. The catalyst is CCOCC. The product is [CH2:3]([N:10]1[CH2:15][CH2:14][C:13]([CH3:1])([OH:16])[CH2:12][CH2:11]1)[C:4]1[CH:5]=[CH:6][CH:7]=[CH:8][CH:9]=1. The yield is 0.870. (5) The reactants are [CH2:1]([C:3]1[N:4]([C:28]2[CH:33]=[CH:32][C:31]([O:34][CH2:35][C:36]([OH:39])([CH3:38])[CH3:37])=[CH:30][CH:29]=2)[C:5](=[O:27])[C:6]([CH2:12][C:13]2[CH:18]=[CH:17][C:16]([C:19]3[C:20]([C:25]#[N:26])=[CH:21][CH:22]=[CH:23][CH:24]=3)=[CH:15][CH:14]=2)=[C:7]([CH2:9][CH2:10][CH3:11])[N:8]=1)[CH3:2].[H-].[Na+].[CH3:42]I. The catalyst is CN(C)C=O.C(OCC)(=O)C. The product is [CH2:1]([C:3]1[N:4]([C:28]2[CH:29]=[CH:30][C:31]([O:34][CH2:35][C:36]([O:39][CH3:42])([CH3:37])[CH3:38])=[CH:32][CH:33]=2)[C:5](=[O:27])[C:6]([CH2:12][C:13]2[CH:14]=[CH:15][C:16]([C:19]3[C:20]([C:25]#[N:26])=[CH:21][CH:22]=[CH:23][CH:24]=3)=[CH:17][CH:18]=2)=[C:7]([CH2:9][CH2:10][CH3:11])[N:8]=1)[CH3:2]. The yield is 0.290.